Task: Predict which catalyst facilitates the given reaction.. Dataset: Catalyst prediction with 721,799 reactions and 888 catalyst types from USPTO (1) Reactant: [CH3:1][O-:2].[Na+].[NH2:4][C:5]1[N:6]=[C:7](Cl)[C:8]([C:11]#[N:12])=[N:9][CH:10]=1. The catalyst class is: 12. Product: [NH2:4][C:5]1[N:6]=[C:7]([O:2][CH3:1])[C:8]([C:11]#[N:12])=[N:9][CH:10]=1. (2) Reactant: [O:1]=[C:2]([CH2:8][CH3:9])[C:3]([O:5][CH2:6][CH3:7])=[O:4].[Br:10]Br. Product: [Br:10][CH:8]([CH3:9])[C:2](=[O:1])[C:3]([O:5][CH2:6][CH3:7])=[O:4]. The catalyst class is: 4.